Dataset: Peptide-MHC class I binding affinity with 185,985 pairs from IEDB/IMGT. Task: Regression. Given a peptide amino acid sequence and an MHC pseudo amino acid sequence, predict their binding affinity value. This is MHC class I binding data. (1) The peptide sequence is WQFGPSTYY. The MHC is HLA-B48:01 with pseudo-sequence HLA-B48:01. The binding affinity (normalized) is 0.0847. (2) The peptide sequence is SALANWKIL. The MHC is H-2-Kb with pseudo-sequence H-2-Kb. The binding affinity (normalized) is 0.149.